This data is from Full USPTO retrosynthesis dataset with 1.9M reactions from patents (1976-2016). The task is: Predict the reactants needed to synthesize the given product. (1) Given the product [Br:6][C:7]1[CH:8]=[C:9]2[C:14](=[CH:15][CH:16]=1)[N:13]=[C:12]([C:17]([OH:2])=[O:21])[CH:11]=[CH:10]2, predict the reactants needed to synthesize it. The reactants are: S(=O)(=O)(O)[OH:2].[Br:6][C:7]1[CH:8]=[C:9]2[C:14](=[CH:15][CH:16]=1)[N:13]=[C:12]([C:17](Br)(Br)Br)[CH:11]=[CH:10]2.[OH2:21]. (2) Given the product [NH2:13][C:9]1[C:8]([N+:14]([O-:16])=[O:15])=[C:7]([O:6][C:5]2[CH:17]=[CH:18][C:2]([NH:1][C:28]([NH:27][C:24]3[CH:25]=[CH:26][C:21]([Cl:20])=[C:22]([C:30]([F:32])([F:31])[F:33])[CH:23]=3)=[O:29])=[CH:3][C:4]=2[CH3:19])[CH:12]=[CH:11][N:10]=1, predict the reactants needed to synthesize it. The reactants are: [NH2:1][C:2]1[CH:18]=[CH:17][C:5]([O:6][C:7]2[CH:12]=[CH:11][N:10]=[C:9]([NH2:13])[C:8]=2[N+:14]([O-:16])=[O:15])=[C:4]([CH3:19])[CH:3]=1.[Cl:20][C:21]1[CH:26]=[CH:25][C:24]([N:27]=[C:28]=[O:29])=[CH:23][C:22]=1[C:30]([F:33])([F:32])[F:31].